The task is: Predict the reaction yield, written as a fraction of the theoretical maximum amount of product (1.0 means a 100% yield; for example, 0.34 means a 34% yield).. This data is from Reaction yield outcomes from USPTO patents with 853,638 reactions. (1) The reactants are N1C=CC=CC=1.[C:7](OC(=O)C)(=[O:9])[CH3:8].[NH2:14][CH2:15][CH2:16][N:17]([CH3:34])[CH:18]1[CH2:23][CH2:22][N:21]([C:24](=[O:33])[CH2:25][CH2:26][C:27]2[N:28]([CH3:32])[CH:29]=[CH:30][N:31]=2)[CH2:20][CH2:19]1. The catalyst is ClCCl. The product is [CH3:34][N:17]([CH:18]1[CH2:19][CH2:20][N:21]([C:24](=[O:33])[CH2:25][CH2:26][C:27]2[N:28]([CH3:32])[CH:29]=[CH:30][N:31]=2)[CH2:22][CH2:23]1)[CH2:16][CH2:15][NH:14][C:7](=[O:9])[CH3:8]. The yield is 0.790. (2) The reactants are OCCCN1C=C(C2C=CC(NC3C(C(F)(F)F)=CN=C(NC4C=CC(CP(=O)(OCC)OCC)=CC=4OC)N=3)=C3C=2CN(C)C3=O)C=N1.Cl[C:51]1[C:56]([C:57]([F:60])([F:59])[F:58])=[CH:55][N:54]=[C:53]([NH:61][C:62]2[CH:76]=[CH:75][C:65]([CH2:66][P:67](=[O:74])([O:71][CH2:72][CH3:73])[O:68][CH2:69][CH3:70])=[CH:64][C:63]=2[O:77][CH3:78])[N:52]=1.[NH2:79][C:80]1[CH:92]=[CH:91][C:90]([C:93]2[CH:94]=[N:95][N:96]([CH2:98][CH2:99][CH2:100][OH:101])[CH:97]=2)=[CH:89][C:81]=1[C:82]([N:84]([CH2:87][CH3:88])[CH2:85][CH3:86])=[O:83]. No catalyst specified. The product is [CH2:87]([N:84]([CH2:85][CH3:86])[C:82]([C:81]1[CH:89]=[C:90]([C:93]2[CH:94]=[N:95][N:96]([CH2:98][CH2:99][CH2:100][OH:101])[CH:97]=2)[CH:91]=[CH:92][C:80]=1[NH:79][C:51]1[C:56]([C:57]([F:59])([F:58])[F:60])=[CH:55][N:54]=[C:53]([NH:61][C:62]2[CH:76]=[CH:75][C:65]([CH2:66][P:67](=[O:74])([O:68][CH2:69][CH3:70])[O:71][CH2:72][CH3:73])=[CH:64][C:63]=2[O:77][CH3:78])[N:52]=1)=[O:83])[CH3:88]. The yield is 0.500. (3) The reactants are FC(F)(F)S(O[C:7]1[CH:12]=[CH:11][C:10]([O:13][CH3:14])=[CH:9][CH:8]=1)(=O)=O.[C:17]1(B(O)O)[CH:22]=[CH:21][CH:20]=[CH:19][CH:18]=1.[F-].[K+]. The catalyst is C1(C2(C3C=CC=CC=3)CC2(P(C(C)(C)C)C(C)(C)C)C)C=CC=CC=1.C1(C)C=CC=CC=1. The product is [CH3:14][O:13][C:10]1[CH:11]=[CH:12][C:7]([C:17]2[CH:22]=[CH:21][CH:20]=[CH:19][CH:18]=2)=[CH:8][CH:9]=1. The yield is 0.960. (4) The reactants are Br[C:2]1[C:12](Br)=[CH:11][C:10]2[C:14]3[C:3]=1[C:4](=[O:16])[C:5](=[O:15])[C:6]=3[CH:7]=[CH:8][CH:9]=2.[C:17]1(B(O)O)[CH:22]=[CH:21][CH:20]=[CH:19][CH:18]=1.C(=O)([O-])[O-].[Na+].[Na+].[C:32]1(C)[CH:37]=[CH:36][CH:35]=[CH:34][CH:33]=1. The catalyst is C(O)C. The product is [C:17]1([C:2]2[C:12]([C:32]3[CH:37]=[CH:36][CH:35]=[CH:34][CH:33]=3)=[CH:11][C:10]3[C:14]4[C:3]=2[C:4](=[O:16])[C:5](=[O:15])[C:6]=4[CH:7]=[CH:8][CH:9]=3)[CH:22]=[CH:21][CH:20]=[CH:19][CH:18]=1. The yield is 0.575. (5) The reactants are [Br:1][C:2]1[CH:3]=[C:4]([CH2:8][CH2:9][NH2:10])[CH:5]=[CH:6][CH:7]=1.N1C(C)=CC=CC=1C.[F:19][C:20]([F:31])([F:30])[C:21](O[C:21](=[O:22])[C:20]([F:31])([F:30])[F:19])=[O:22].O. The catalyst is C(Cl)Cl. The product is [Br:1][C:2]1[CH:3]=[C:4]([CH2:8][CH2:9][NH:10][C:21](=[O:22])[C:20]([F:31])([F:30])[F:19])[CH:5]=[CH:6][CH:7]=1. The yield is 1.00.